Dataset: Catalyst prediction with 721,799 reactions and 888 catalyst types from USPTO. Task: Predict which catalyst facilitates the given reaction. (1) Reactant: [C:1]([O:4][C@@H:5]1[C@@H:10]([O:11][C:12](=[O:14])[CH3:13])[C@H:9]([O:15][C:16](=[O:18])[CH3:17])[C@@H:8]([CH2:19][O:20][C:21](=[O:23])[CH3:22])[O:7][C@H:6]1[C:24]1[C:32]2[C:27](=[C:28]([Cl:33])[CH:29]=[CH:30][CH:31]=2)[N:26]([CH2:34][C:35]2[CH:40]=[CH:39][C:38]([O:41][CH2:42][CH2:43][OH:44])=[CH:37][CH:36]=2)[CH:25]=1)(=[O:3])[CH3:2].C(N(CC)CC)C.[CH3:52][S:53](Cl)(=[O:55])=[O:54].Cl. Product: [C:1]([O:4][C@@H:5]1[C@@H:10]([O:11][C:12](=[O:14])[CH3:13])[C@H:9]([O:15][C:16](=[O:18])[CH3:17])[C@@H:8]([CH2:19][O:20][C:21](=[O:23])[CH3:22])[O:7][C@H:6]1[C:24]1[C:32]2[C:27](=[C:28]([Cl:33])[CH:29]=[CH:30][CH:31]=2)[N:26]([CH2:34][C:35]2[CH:40]=[CH:39][C:38]([O:41][CH2:42][CH2:43][O:44][S:53]([CH3:52])(=[O:55])=[O:54])=[CH:37][CH:36]=2)[CH:25]=1)(=[O:3])[CH3:2]. The catalyst class is: 4. (2) Reactant: [CH2:1]1[CH:6]([C:7]([OH:9])=[O:8])[CH2:5][CH2:4][CH:3]([OH:10])[CH2:2]1.[H-].[Na+].[Br:13][C:14]1[CH:15]=[CH:16][C:17](F)=[N:18][CH:19]=1. Product: [Br:13][C:14]1[CH:15]=[CH:16][C:17]([O:10][C@@H:3]2[CH2:4][CH2:5][C@H:6]([C:7]([OH:9])=[O:8])[CH2:1][CH2:2]2)=[N:18][CH:19]=1. The catalyst class is: 44. (3) Reactant: [CH2:1]([O:8][C:9]([N:11]1[CH2:16][CH2:15][C:14]([C:24]([O:26][CH2:27][CH3:28])=[O:25])([CH2:17][CH2:18][CH:19]2OCC[O:20]2)[CH2:13][CH2:12]1)=[O:10])[C:2]1[CH:7]=[CH:6][CH:5]=[CH:4][CH:3]=1.Cl.C(=O)([O-])O.[Na+]. Product: [CH2:1]([O:8][C:9]([N:11]1[CH2:12][CH2:13][C:14]([C:24]([O:26][CH2:27][CH3:28])=[O:25])([CH2:17][CH2:18][CH:19]=[O:20])[CH2:15][CH2:16]1)=[O:10])[C:2]1[CH:3]=[CH:4][CH:5]=[CH:6][CH:7]=1. The catalyst class is: 7. (4) Reactant: [CH3:1][C:2]1[C:6]([CH2:7][N:8]2[CH:12]=[C:11]([NH2:13])[CH:10]=[N:9]2)=[C:5]([CH3:14])[O:4][N:3]=1.[CH2:15]([N:22]=[C:23]=[O:24])[C:16]1[CH:21]=[CH:20][CH:19]=[CH:18][CH:17]=1. Product: [CH2:15]([NH:22][C:23]([NH:13][C:11]1[CH:10]=[N:9][N:8]([CH2:7][C:6]2[C:2]([CH3:1])=[N:3][O:4][C:5]=2[CH3:14])[CH:12]=1)=[O:24])[C:16]1[CH:21]=[CH:20][CH:19]=[CH:18][CH:17]=1. The catalyst class is: 10.